Dataset: Peptide-MHC class II binding affinity with 134,281 pairs from IEDB. Task: Regression. Given a peptide amino acid sequence and an MHC pseudo amino acid sequence, predict their binding affinity value. This is MHC class II binding data. (1) The peptide sequence is EKKYFAATQFEPLSA. The MHC is DRB1_1001 with pseudo-sequence DRB1_1001. The binding affinity (normalized) is 0.780. (2) The peptide sequence is ETALKKAITAMSEAQKAAKP. The MHC is HLA-DPA10201-DPB11401 with pseudo-sequence HLA-DPA10201-DPB11401. The binding affinity (normalized) is 0.719.